Dataset: Forward reaction prediction with 1.9M reactions from USPTO patents (1976-2016). Task: Predict the product of the given reaction. (1) Given the reactants [CH3:1][C:2]1[CH:30]=[CH:29][CH:28]=[C:27]([CH3:31])[C:3]=1[CH2:4][NH:5][C:6]1[CH:7]=[C:8]2[C:13](=[CH:14][CH:15]=1)[N:12]=[C:11]([N:16]1[CH:20]=[C:19]([C:21]([O:23]CC)=[O:22])[CH:18]=[N:17]1)[NH:10][C:9]2=O.[CH3:32][NH:33][CH3:34], predict the reaction product. The product is: [CH3:31][C:27]1[CH:28]=[CH:29][CH:30]=[C:2]([CH3:1])[C:3]=1[CH2:4][NH:5][C:6]1[CH:7]=[C:8]2[C:13](=[CH:14][CH:15]=1)[N:12]=[C:11]([N:16]1[CH:20]=[C:19]([C:21]([OH:23])=[O:22])[CH:18]=[N:17]1)[N:10]=[C:9]2[N:33]([CH3:34])[CH3:32]. (2) Given the reactants [NH2:1][C:2]1[N:3]=[CH:4][C:5]2[CH2:11][N:10](C(OC(C)(C)C)=O)[CH2:9][CH2:8][C:6]=2[N:7]=1.Cl.CCOC(C)=O, predict the reaction product. The product is: [N:7]1[C:6]2[CH2:8][CH2:9][NH:10][CH2:11][C:5]=2[CH:4]=[N:3][C:2]=1[NH2:1].